This data is from Catalyst prediction with 721,799 reactions and 888 catalyst types from USPTO. The task is: Predict which catalyst facilitates the given reaction. (1) Reactant: [C:1]([C:9]([O-:11])=[O:10])(=[O:8])[C:2]1C=C[CH:5]=[CH:4][CH:3]=1.C([O-])(=O)C1C=C(O)C(O)=C(O)C=1.O=C([C@H](CC1C=C(O)C(O)=CC=1)[NH2:28])O.C1(CC(=O)C([O-])=O)C=CC=CC=1.OC1C=C(C([O-])=O)C(=CC=1O)C([O-])=O.N1C=C(C([O-])=O)C(=O)NC1=O.C1C=C[C@](O)(C(O)=O)[C@@H](O)C=1. Product: [NH2:28][CH2:5][CH2:4]/[CH:3]=[CH:2]/[C:1](=[O:8])[C:9]([OH:11])=[O:10]. The catalyst class is: 6. (2) Reactant: [CH3:1][O:2][C:3]([C@@H:5]1[CH2:9][C@@H:8](OS(C2C=CC(C)=CC=2)(=O)=O)[CH2:7][N:6]1[C:21]([O:23][C:24]([CH3:27])([CH3:26])[CH3:25])=[O:22])=[O:4].[N-:28]=[N+:29]=[N-:30].[Na+]. Product: [CH3:1][O:2][C:3]([C@@H:5]1[CH2:9][C@H:8]([N:28]=[N+:29]=[N-:30])[CH2:7][N:6]1[C:21]([O:23][C:24]([CH3:27])([CH3:26])[CH3:25])=[O:22])=[O:4]. The catalyst class is: 42. (3) Reactant: [C:1]([O:5][C:6]([NH:8][C:9]1[CH:13]=[CH:12][S:11][CH:10]=1)=[O:7])([CH3:4])([CH3:3])[CH3:2].[I:14]N1C(=O)CCC1=O.CCCCCC.CCOC(C)=O. Product: [C:1]([O:5][C:6]([NH:8][C:9]1[CH:13]=[CH:12][S:11][C:10]=1[I:14])=[O:7])([CH3:4])([CH3:2])[CH3:3]. The catalyst class is: 2. (4) Reactant: ClC(Cl)(O[C:5](=[O:11])OC(Cl)(Cl)Cl)Cl.[F:13][C:14]([F:22])([F:21])[CH:15]([OH:20])[C:16]([F:19])([F:18])[F:17].CCN(C(C)C)C(C)C.[CH3:32][C:33]1[CH:38]=[CH:37][CH:36]=[C:35]([CH2:39][N:40]2[CH2:45][CH2:44][NH:43][CH2:42][CH2:41]2)[C:34]=1[N:46]1[CH2:51][CH2:50][CH:49]([NH:52][S:53]([CH3:56])(=[O:55])=[O:54])[CH2:48][CH2:47]1. Product: [CH3:32][C:33]1[C:34]([N:46]2[CH2:47][CH2:48][CH:49]([NH:52][S:53]([CH3:56])(=[O:55])=[O:54])[CH2:50][CH2:51]2)=[C:35]([CH:36]=[CH:37][CH:38]=1)[CH2:39][N:40]1[CH2:45][CH2:44][N:43]([C:5]([O:20][CH:15]([C:16]([F:19])([F:18])[F:17])[C:14]([F:22])([F:21])[F:13])=[O:11])[CH2:42][CH2:41]1. The catalyst class is: 2. (5) Reactant: [Cl:1][C:2]1[CH:3]=[C:4]([OH:9])[CH:5]=[CH:6][C:7]=1[Cl:8].[C:10](N1C=CN=C1)([N:12]1[CH:16]=[CH:15][N:14]=[CH:13]1)=[O:11]. Product: [Cl:1][C:2]1[CH:3]=[C:4]([O:9][C:10]([N:12]2[CH:16]=[CH:15][N:14]=[CH:13]2)=[O:11])[CH:5]=[CH:6][C:7]=1[Cl:8]. The catalyst class is: 4. (6) Reactant: [CH3:1][NH:2][S:3]([CH2:6][C:7]1[CH:8]=[CH:9][C:10]2[NH:15][CH:14]=[C:13]([CH2:16][CH2:17][N:18]([CH3:20])[CH3:19])[C:11]=2[CH:12]=1)(=[O:5])=[O:4].C(C(O)=O)CC(O)=O.N[C@H](C(O)=O)CC(C)C.[Na][Na].N. Product: [CH3:1][NH:2][S:3]([CH2:6][C:7]1[CH:8]=[CH:9][C:10]2[NH:15][CH:14]=[C:13]([CH2:16][CH2:17][N:18]([CH3:20])[CH3:19])[C:11]=2[CH:12]=1)(=[O:5])=[O:4]. The catalyst class is: 6.